Dataset: Forward reaction prediction with 1.9M reactions from USPTO patents (1976-2016). Task: Predict the product of the given reaction. (1) Given the reactants [Cl:1][C:2]1[N:3]=[CH:4][C:5]([OH:8])=[N:6][CH:7]=1.O[CH2:10][C:11]([CH3:20])([CH3:19])[C:12]([O:14][C:15]([CH3:18])([CH3:17])[CH3:16])=[O:13], predict the reaction product. The product is: [Cl:1][C:2]1[N:3]=[CH:4][C:5]([O:8][CH2:10][C:11]([CH3:20])([CH3:19])[C:12]([O:14][C:15]([CH3:18])([CH3:17])[CH3:16])=[O:13])=[N:6][CH:7]=1. (2) The product is: [CH2:6]([O:11][C:12]1[C@@H:17]([C@H:18]([CH2:20][OH:21])[OH:19])[O:16][C:14](=[O:15])[C:13]=1[O:22][CH2:23][C:24]1[CH:29]=[CH:28][CH:27]=[CH:26][CH:25]=1)[CH:7]([CH2:9][OH:10])[OH:8]. Given the reactants C(=O)([O-])O.[Na+].[CH2:6]([O:11][C:12]1[C@@H:17]([C@H:18]([CH2:20][OH:21])[OH:19])[O:16][C:14](=[O:15])[C:13]=1[OH:22])[CH:7]([CH2:9][OH:10])[OH:8].[CH2:23](Br)[C:24]1[CH:29]=[CH:28][CH:27]=[CH:26][CH:25]=1, predict the reaction product. (3) Given the reactants [Br:1][C:2]1[CH:7]=[CH:6][C:5]([C:8](=O)[CH2:9][CH2:10][CH2:11][CH2:12][N:13]2[CH2:18][CH2:17][CH:16]([C:19]3[CH:20]=[C:21]([NH:25][C:26](=[O:30])[CH:27]([CH3:29])[CH3:28])[CH:22]=[CH:23][CH:24]=3)[CH2:15][CH2:14]2)=[CH:4][CH:3]=1.Cl.[F:33][C:34]([F:45])([F:44])[O:35][C:36]1[CH:41]=[CH:40][C:39]([NH:42]N)=[CH:38][CH:37]=1, predict the reaction product. The product is: [Br:1][C:2]1[CH:3]=[CH:4][C:5]([C:8]2[NH:42][C:39]3[C:40]([C:9]=2[CH2:10][CH2:11][CH2:12][N:13]2[CH2:18][CH2:17][CH:16]([C:19]4[CH:20]=[C:21]([NH:25][C:26](=[O:30])[CH:27]([CH3:28])[CH3:29])[CH:22]=[CH:23][CH:24]=4)[CH2:15][CH2:14]2)=[CH:41][C:36]([O:35][C:34]([F:45])([F:44])[F:33])=[CH:37][CH:38]=3)=[CH:6][CH:7]=1. (4) Given the reactants [Br:1][C:2]1[C:3]([OH:21])=[CH:4][C:5]2[C:10]([CH:11]=1)=[CH:9][C:8]([C:12]1[CH:17]=[CH:16][C:15]([O:18]C)=[CH:14][CH:13]=1)=[CH:7][C:6]=2[Cl:20].B(Br)(Br)Br, predict the reaction product. The product is: [Br:1][C:2]1[C:3]([OH:21])=[CH:4][C:5]2[C:10]([CH:11]=1)=[CH:9][C:8]([C:12]1[CH:13]=[CH:14][C:15]([OH:18])=[CH:16][CH:17]=1)=[CH:7][C:6]=2[Cl:20]. (5) Given the reactants [CH3:1][O:2][CH2:3][C:4]([NH:6][CH2:7]/[CH:8]=[CH:9]/[C:10]1[CH:11]=[C:12]2[C:17](=[CH:18][CH:19]=1)[N:16]=[CH:15][N:14]=[C:13]2[NH:20][C:21]1[CH:26]=[CH:25][C:24]([O:27][C:28]2[CH:29]=[N:30][C:31]([CH3:34])=[CH:32][CH:33]=2)=[C:23]([CH3:35])[CH:22]=1)=[O:5].[C:36]([OH:44])(=[O:43])[CH:37]([CH2:39][C:40]([OH:42])=[O:41])[OH:38], predict the reaction product. The product is: [C:36]([OH:44])(=[O:43])[CH:37]([CH2:39][C:40]([OH:42])=[O:41])[OH:38].[CH3:1][O:2][CH2:3][C:4]([NH:6][CH2:7]/[CH:8]=[CH:9]/[C:10]1[CH:11]=[C:12]2[C:17](=[CH:18][CH:19]=1)[N:16]=[CH:15][N:14]=[C:13]2[NH:20][C:21]1[CH:26]=[CH:25][C:24]([O:27][C:28]2[CH:29]=[N:30][C:31]([CH3:34])=[CH:32][CH:33]=2)=[C:23]([CH3:35])[CH:22]=1)=[O:5]. (6) Given the reactants Br[C:2]1[CH:3]=[C:4]([NH:8][C@H:9]([C:12]2[CH:17]=[CH:16][CH:15]=[CH:14][CH:13]=2)[CH2:10][OH:11])[CH:5]=[N:6][CH:7]=1.[CH3:18][C:19]1[C:27]2[C:22](=[CH:23][CH:24]=[C:25](B3OC(C)(C)C(C)(C)O3)[CH:26]=2)[NH:21][N:20]=1.C(=O)([O-])[O-].[K+].[K+], predict the reaction product. The product is: [CH3:18][C:19]1[C:27]2[C:22](=[CH:23][CH:24]=[C:25]([C:2]3[CH:3]=[C:4]([NH:8][C@H:9]([C:12]4[CH:17]=[CH:16][CH:15]=[CH:14][CH:13]=4)[CH2:10][OH:11])[CH:5]=[N:6][CH:7]=3)[CH:26]=2)[NH:21][N:20]=1. (7) Given the reactants [CH3:1][C:2](=[CH2:35])[CH2:3][C@:4]1([C:29]2[CH:34]=[CH:33][CH:32]=[CH:31][CH:30]=2)[CH2:10][CH2:9][CH2:8][N:7]([C@H:11]([C:13]2[CH:18]=[CH:17][C:16]([B:19]3[O:23][C:22]([CH3:25])([CH3:24])[C:21]([CH3:27])([CH3:26])[O:20]3)=[CH:15][CH:14]=2)[CH3:12])[C:6](=[O:28])[NH:5]1.C1([SiH3])C=CC=CC=1.C([OH:46])(C)C.C(Cl)Cl, predict the reaction product. The product is: [OH:46][C:2]([CH3:1])([CH3:35])[CH2:3][C@:4]1([C:29]2[CH:30]=[CH:31][CH:32]=[CH:33][CH:34]=2)[CH2:10][CH2:9][CH2:8][N:7]([C@H:11]([C:13]2[CH:18]=[CH:17][C:16]([B:19]3[O:20][C:21]([CH3:26])([CH3:27])[C:22]([CH3:24])([CH3:25])[O:23]3)=[CH:15][CH:14]=2)[CH3:12])[C:6](=[O:28])[NH:5]1. (8) Given the reactants [CH2:1]([O:8][C:9]1[CH:18]=[C:17]2[C:12]([C:13](=O)[NH:14][CH:15]=[N:16]2)=[CH:11][CH:10]=1)[C:2]1[CH:7]=[CH:6][CH:5]=[CH:4][CH:3]=1.S(Cl)([Cl:22])=O, predict the reaction product. The product is: [CH2:1]([O:8][C:9]1[CH:18]=[C:17]2[C:12]([C:13]([Cl:22])=[N:14][CH:15]=[N:16]2)=[CH:11][CH:10]=1)[C:2]1[CH:7]=[CH:6][CH:5]=[CH:4][CH:3]=1. (9) Given the reactants [N:1]([CH2:4][CH2:5][O:6][CH2:7][CH2:8][CH2:9][CH2:10][CH2:11][CH2:12][CH2:13][CH2:14][CH2:15][CH2:16][CH2:17][CH3:18])=[N+]=[N-], predict the reaction product. The product is: [CH2:7]([O:6][CH2:5][CH2:4][NH2:1])[CH2:8][CH2:9][CH2:10][CH2:11][CH2:12][CH2:13][CH2:14][CH2:15][CH2:16][CH2:17][CH3:18]. (10) The product is: [OH:26][C:24]([CH3:27])([CH3:25])[CH2:23][O:22][C:18]1[CH:17]=[C:16]([CH3:28])[C:15]([C:11]2[CH:12]=[CH:13][CH:14]=[C:9]([CH2:8][O:7][C:6]3[CH:5]=[CH:4][C:3]([CH:2]=[O:1])=[CH:30][CH:29]=3)[CH:10]=2)=[C:20]([CH3:21])[CH:19]=1. Given the reactants [OH:1][CH2:2][C:3]1[CH:30]=[CH:29][C:6]([O:7][CH2:8][C:9]2[CH:10]=[C:11]([C:15]3[C:20]([CH3:21])=[CH:19][C:18]([O:22][CH2:23][C:24]([CH3:27])([OH:26])[CH3:25])=[CH:17][C:16]=3[CH3:28])[CH:12]=[CH:13][CH:14]=2)=[CH:5][CH:4]=1, predict the reaction product.